This data is from Reaction yield outcomes from USPTO patents with 853,638 reactions. The task is: Predict the reaction yield, written as a fraction of the theoretical maximum amount of product (1.0 means a 100% yield; for example, 0.34 means a 34% yield). The reactants are O.[NH2:2][NH2:3].[NH2:4][C:5]1[C:6]([C:11]([O:13]C)=O)=[N:7][CH:8]=[CH:9][N:10]=1. The catalyst is C(O)C. The product is [NH2:4][C:5]1[C:6]([C:11]([NH:2][NH2:3])=[O:13])=[N:7][CH:8]=[CH:9][N:10]=1. The yield is 0.970.